From a dataset of NCI-60 drug combinations with 297,098 pairs across 59 cell lines. Regression. Given two drug SMILES strings and cell line genomic features, predict the synergy score measuring deviation from expected non-interaction effect. (1) Synergy scores: CSS=51.7, Synergy_ZIP=-3.41, Synergy_Bliss=-5.47, Synergy_Loewe=-7.33, Synergy_HSA=-0.662. Drug 1: CCC1=CC2CC(C3=C(CN(C2)C1)C4=CC=CC=C4N3)(C5=C(C=C6C(=C5)C78CCN9C7C(C=CC9)(C(C(C8N6C)(C(=O)OC)O)OC(=O)C)CC)OC)C(=O)OC.C(C(C(=O)O)O)(C(=O)O)O. Cell line: NCI-H522. Drug 2: CC1OCC2C(O1)C(C(C(O2)OC3C4COC(=O)C4C(C5=CC6=C(C=C35)OCO6)C7=CC(=C(C(=C7)OC)O)OC)O)O. (2) Drug 1: C1C(C(OC1N2C=NC3=C(N=C(N=C32)Cl)N)CO)O. Drug 2: CCC1(C2=C(COC1=O)C(=O)N3CC4=CC5=C(C=CC(=C5CN(C)C)O)N=C4C3=C2)O.Cl. Cell line: SNB-19. Synergy scores: CSS=48.2, Synergy_ZIP=-9.13, Synergy_Bliss=-7.56, Synergy_Loewe=-5.97, Synergy_HSA=-2.10.